This data is from Catalyst prediction with 721,799 reactions and 888 catalyst types from USPTO. The task is: Predict which catalyst facilitates the given reaction. (1) Reactant: [CH:1]([NH:14][C:15]([C:17]1[C:18]([OH:28])=[N:19][C:20]([N:23]2[CH:27]=[CH:26][CH:25]=[N:24]2)=[N:21][CH:22]=1)=[O:16])([C:8]1[CH:13]=[CH:12][CH:11]=[CH:10][CH:9]=1)[C:2]1[CH:7]=[CH:6][CH:5]=[CH:4][CH:3]=1.O=[N+]([O-])[O-].[O-][N+](=O)[O-].[O-][N+](=O)[O-].[O-][N+](=O)[O-].[O-][N+](=O)[O-].[O-][N+](=O)[O-].[Ce+4].[NH4+].[NH4+].[I:56]I. Product: [CH:1]([NH:14][C:15]([C:17]1[C:18]([OH:28])=[N:19][C:20]([N:23]2[CH:27]=[C:26]([I:56])[CH:25]=[N:24]2)=[N:21][CH:22]=1)=[O:16])([C:8]1[CH:9]=[CH:10][CH:11]=[CH:12][CH:13]=1)[C:2]1[CH:7]=[CH:6][CH:5]=[CH:4][CH:3]=1. The catalyst class is: 10. (2) Reactant: [O:1]=[C:2]1[C:10]2[C:5](=[CH:6][CH:7]=[CH:8][CH:9]=2)[CH:4](P(=O)(OC)OC)[O:3]1.[F:17][C:18]1[CH:25]=[CH:24][C:23]([CH:26]=O)=[CH:22][C:19]=1[C:20]#[N:21].C(N(CC)CC)C. Product: [C:20]([C:19]1[CH:22]=[C:23]([CH:24]=[CH:25][C:18]=1[F:17])[CH:26]=[C:4]1[C:5]2[C:10](=[CH:9][CH:8]=[CH:7][CH:6]=2)[C:2](=[O:1])[O:3]1)#[N:21]. The catalyst class is: 1. (3) Reactant: [OH:1][C:2]1[C:3]2[N:4]([CH:28]=[CH:29][N:30]=2)[C:5]([C:16]2[CH:17]=[N:18][C:19]([N:22]3[CH2:26][CH2:25][CH2:24][C:23]3=[O:27])=[CH:20][CH:21]=2)=[C:6]([C:8]2[CH:15]=[CH:14][C:11]([C:12]#[N:13])=[CH:10][CH:9]=2)[N:7]=1.C(N(CC)CC)C.[C:38]1([CH3:48])[CH:43]=[CH:42][C:41]([S:44](Cl)(=[O:46])=[O:45])=[CH:40][CH:39]=1. Product: [CH3:48][C:38]1[CH:43]=[CH:42][C:41]([S:44]([O:1][C:2]2[C:3]3[N:4]([CH:28]=[CH:29][N:30]=3)[C:5]([C:16]3[CH:17]=[N:18][C:19]([N:22]4[CH2:26][CH2:25][CH2:24][C:23]4=[O:27])=[CH:20][CH:21]=3)=[C:6]([C:8]3[CH:15]=[CH:14][C:11]([C:12]#[N:13])=[CH:10][CH:9]=3)[N:7]=2)(=[O:46])=[O:45])=[CH:40][CH:39]=1. The catalyst class is: 172. (4) Reactant: [CH2:1]([O:8][C:9]1[C:10]([C:20]([O:22][CH3:23])=[O:21])=[N:11][C:12](Br)=[C:13]2[C:18]=1[N:17]=[CH:16][CH:15]=[CH:14]2)[C:2]1[CH:7]=[CH:6][CH:5]=[CH:4][CH:3]=1.CCN(C(C)C)C(C)C.[NH2:33][CH2:34][CH2:35][CH2:36][CH2:37][CH2:38][CH2:39][NH:40][C:41](=[O:47])[O:42][C:43]([CH3:46])([CH3:45])[CH3:44].O. Product: [CH2:1]([O:8][C:9]1[C:10]([C:20]([O:22][CH3:23])=[O:21])=[N:11][C:12]([NH:33][CH2:34][CH2:35][CH2:36][CH2:37][CH2:38][CH2:39][NH:40][C:41]([O:42][C:43]([CH3:46])([CH3:45])[CH3:44])=[O:47])=[C:13]2[C:18]=1[N:17]=[CH:16][CH:15]=[CH:14]2)[C:2]1[CH:7]=[CH:6][CH:5]=[CH:4][CH:3]=1. The catalyst class is: 566. (5) Reactant: S(Cl)([Cl:3])=O.[Cl:5][C:6]1[CH:7]=[C:8]([CH:19]=[CH:20][C:21]=1[Cl:22])[CH2:9][NH:10][C:11]1[N:16]=[CH:15][C:14]([CH2:17]O)=[CH:13][CH:12]=1. Product: [Cl:3][CH2:17][C:14]1[CH:13]=[CH:12][C:11]([NH:10][CH2:9][C:8]2[CH:19]=[CH:20][C:21]([Cl:22])=[C:6]([Cl:5])[CH:7]=2)=[N:16][CH:15]=1. The catalyst class is: 2. (6) Reactant: [I-].[CH2:2]([N+:6]1[C:10]([CH3:11])=[C:9]([CH3:12])[S:8][C:7]=1[CH3:13])[CH2:3][CH2:4][CH3:5].[F:14][C:15]1[CH:16]=[CH:17][C:18]([C:24]([F:27])([F:26])[F:25])=[C:19]([CH:23]=1)[C:20](Cl)=[O:21]. Product: [CH2:2]([N:6]1[C:10]([CH3:11])=[C:9]([CH3:12])[S:8]/[C:7]/1=[CH:13]\[C:20]([C:19]1[CH:23]=[C:15]([F:14])[CH:16]=[CH:17][C:18]=1[C:24]([F:27])([F:25])[F:26])=[O:21])[CH2:3][CH2:4][CH3:5]. The catalyst class is: 142.